This data is from Catalyst prediction with 721,799 reactions and 888 catalyst types from USPTO. The task is: Predict which catalyst facilitates the given reaction. (1) Reactant: [F:1][C:2]([F:34])([F:33])[O:3][C:4]1[CH:5]=[C:6]([CH2:10][C:11]([NH:13][C:14]2[S:18][C:17]([CH2:19][CH2:20][CH2:21][CH2:22][N:23]3[CH:27]=[C:26]([C:28]([O:30]CC)=[O:29])[N:25]=[N:24]3)=[N:16][N:15]=2)=[O:12])[CH:7]=[CH:8][CH:9]=1.[Li+].[OH-]. Product: [F:34][C:2]([F:1])([F:33])[O:3][C:4]1[CH:5]=[C:6]([CH2:10][C:11]([NH:13][C:14]2[S:18][C:17]([CH2:19][CH2:20][CH2:21][CH2:22][N:23]3[CH:27]=[C:26]([C:28]([OH:30])=[O:29])[N:25]=[N:24]3)=[N:16][N:15]=2)=[O:12])[CH:7]=[CH:8][CH:9]=1. The catalyst class is: 20. (2) Reactant: [CH2:1]([N:3]1[C:7]([OH:8])=[CH:6][C:5]([C:9]([F:12])([F:11])[F:10])=[N:4]1)[CH3:2].CCN(C(C)C)C(C)C.[F:22][C:23]([F:36])([F:35])[S:24](O[S:24]([C:23]([F:36])([F:35])[F:22])(=[O:26])=[O:25])(=[O:26])=[O:25].[Cl-].[NH4+]. Product: [F:22][C:23]([F:36])([F:35])[S:24]([O:8][C:7]1[N:3]([CH2:1][CH3:2])[N:4]=[C:5]([C:9]([F:10])([F:12])[F:11])[CH:6]=1)(=[O:26])=[O:25]. The catalyst class is: 2.